Predict the reactants needed to synthesize the given product. From a dataset of Full USPTO retrosynthesis dataset with 1.9M reactions from patents (1976-2016). (1) Given the product [CH3:1][O:2][C:3]([CH:5]1[CH2:9][CH:8]([NH:10][C:29](=[O:30])[C:28]([F:35])([F:34])[F:27])[CH2:7][N:6]1[C:11]([O:13][C:14]([CH3:17])([CH3:16])[CH3:15])=[O:12])=[O:4], predict the reactants needed to synthesize it. The reactants are: [CH3:1][O:2][C:3]([CH:5]1[CH2:9][CH:8]([NH2:10])[CH2:7][N:6]1[C:11]([O:13][C:14]([CH3:17])([CH3:16])[CH3:15])=[O:12])=[O:4].CCN(C(C)C)C(C)C.[F:27][C:28]([F:35])([F:34])[C:29](OCC)=[O:30]. (2) The reactants are: [CH3:1][O:2][C:3]1[CH:44]=[CH:43][C:6]([CH2:7][N:8]([CH2:34][C:35]2[CH:40]=[CH:39][C:38]([O:41][CH3:42])=[CH:37][CH:36]=2)[C:9]2[N:14]=[C:13]([CH3:15])[N:12]=[C:11]([C:16]3[C:17]([NH:24][C:25]4[CH:26]=[N:27][C:28]([O:32][CH3:33])=[C:29]([F:31])[CH:30]=4)=[N:18][CH:19]=[C:20]([CH:23]=3)[CH:21]=[O:22])[N:10]=2)=[CH:5][CH:4]=1.[CH3:45][Mg]Br.[Cl-].[NH4+].O. Given the product [CH3:42][O:41][C:38]1[CH:37]=[CH:36][C:35]([CH2:34][N:8]([CH2:7][C:6]2[CH:5]=[CH:4][C:3]([O:2][CH3:1])=[CH:44][CH:43]=2)[C:9]2[N:14]=[C:13]([CH3:15])[N:12]=[C:11]([C:16]3[CH:23]=[C:20]([CH:21]([OH:22])[CH3:45])[CH:19]=[N:18][C:17]=3[NH:24][C:25]3[CH:26]=[N:27][C:28]([O:32][CH3:33])=[C:29]([F:31])[CH:30]=3)[N:10]=2)=[CH:40][CH:39]=1, predict the reactants needed to synthesize it. (3) The reactants are: [Li][CH2:2]CCC.[F:6][C:7]1[CH:12]=[C:11]([O:13][CH3:14])[CH:10]=[CH:9][C:8]=1[C:15]1([CH3:20])[O:19]CCO1.IC.C(O)(=O)C. Given the product [F:6][C:7]1[C:12]([CH3:2])=[C:11]([O:13][CH3:14])[CH:10]=[CH:9][C:8]=1[C:15](=[O:19])[CH3:20], predict the reactants needed to synthesize it. (4) Given the product [C:21]([O:20][C:18]([NH:17][C@H:15]1[CH2:16][N:11]([C:9]([O:8][CH2:1][C:2]2[CH:3]=[CH:4][CH:5]=[CH:6][CH:7]=2)=[O:10])[CH2:12][C@@H:13]([C:25]([O:27][CH3:30])=[O:26])[CH2:14]1)=[O:19])([CH3:23])([CH3:24])[CH3:22], predict the reactants needed to synthesize it. The reactants are: [CH2:1]([O:8][C:9]([N:11]1[CH2:16][C@H:15]([NH:17][C:18]([O:20][C:21]([CH3:24])([CH3:23])[CH3:22])=[O:19])[CH2:14][C@H:13]([C:25]([OH:27])=[O:26])[CH2:12]1)=[O:10])[C:2]1[CH:7]=[CH:6][CH:5]=[CH:4][CH:3]=1.CO.[CH2:30](Cl)CCl.CN(C1C=CC=CN=1)C. (5) Given the product [CH3:29][O:28][C:24]1[CH:23]=[C:21]([NH:22][S:7]([C:3]2[CH:2]=[C:1]([C:11]3[CH:16]=[CH:15][CH:14]=[CH:13][CH:12]=3)[CH:6]=[CH:5][CH:4]=2)(=[O:9])=[O:8])[CH:20]=[C:19]([O:18][CH3:17])[C:25]=1[O:26][CH3:27], predict the reactants needed to synthesize it. The reactants are: [C:1]1([C:11]2[CH:16]=[CH:15][CH:14]=[CH:13][CH:12]=2)[CH:6]=[CH:5][CH:4]=[C:3]([S:7](Cl)(=[O:9])=[O:8])[CH:2]=1.[CH3:17][O:18][C:19]1[CH:20]=[C:21]([CH:23]=[C:24]([O:28][CH3:29])[C:25]=1[O:26][CH3:27])[NH2:22].C(N(CC)CC)C.O. (6) Given the product [F:20][CH2:21][C:22]([CH3:24])=[CH:12][C:11]([O:10][CH2:3][C:4]1[CH:9]=[CH:8][CH:7]=[CH:6][CH:5]=1)=[O:19], predict the reactants needed to synthesize it. The reactants are: [H-].[Na+].[CH2:3]([O:10][C:11](=[O:19])[CH2:12]P(OC)(OC)=O)[C:4]1[CH:9]=[CH:8][CH:7]=[CH:6][CH:5]=1.[F:20][CH2:21][C:22]([CH3:24])=O. (7) Given the product [Br:23][C:24]1[CH:25]=[CH:26][C:27]([C@@H:30]([OH:36])[CH2:31][CH2:32][CH2:33][CH2:34][CH3:35])=[CH:28][CH:29]=1, predict the reactants needed to synthesize it. The reactants are: B(Cl)(C1(C)CC2C(C)(C)C(C2)C1)C1(C)CC2C(C)(C)C(C2)C1.[Br:23][C:24]1[CH:29]=[CH:28][C:27]([C:30](=[O:36])[CH2:31][CH2:32][CH2:33][CH2:34][CH3:35])=[CH:26][CH:25]=1.N(CCO)CCO.C(N(CC)CC)C. (8) Given the product [Cl:14][C:3]1[CH:4]=[CH:5][C:6]([CH:7]2[CH2:12][NH:13][C:9](=[O:10])[CH2:8]2)=[CH:1][CH:2]=1, predict the reactants needed to synthesize it. The reactants are: [CH:1]1[C:6]([CH:7]([CH2:12][NH2:13])[CH2:8][C:9](O)=[O:10])=[CH:5][CH:4]=[C:3]([Cl:14])[CH:2]=1.S(Cl)(Cl)=O.C(N(C(C)C)CC)(C)C. (9) Given the product [CH3:2][C:8]1[CH:9]=[CH:10][C:5]([NH:4][C:17](=[O:18])[C:14]2[CH:15]=[CH:16][CH:11]=[CH:12][CH:13]=2)=[CH:6][CH:7]=1, predict the reactants needed to synthesize it. The reactants are: Cl[CH2:2]Cl.[NH2:4][C:5]1[CH:10]=[CH:9][CH:8]=[CH:7][CH:6]=1.[C:11]1(C)[CH:16]=[CH:15][C:14]([C:17](Cl)=[O:18])=[CH:13][CH:12]=1. (10) Given the product [Cl:1][C:2]1[CH:7]=[C:6]([F:8])[CH:5]=[CH:4][C:3]=1[N:9]([CH2:24][O:25][C:26]([N:28]1[CH2:35][CH2:34][CH2:33][C@H:29]1[C:30]([O-:32])=[O:31])=[O:27])[S:10]([CH:13]1[CH2:18][CH2:17][CH2:16][CH:15]=[C:14]1[C:19]([O:21][CH2:22][CH3:23])=[O:20])(=[O:11])=[O:12].[Na+:43], predict the reactants needed to synthesize it. The reactants are: [Cl:1][C:2]1[CH:7]=[C:6]([F:8])[CH:5]=[CH:4][C:3]=1[N:9]([CH2:24][O:25][C:26]([N:28]1[CH2:35][CH2:34][CH2:33][C@H:29]1[C:30]([OH:32])=[O:31])=[O:27])[S:10]([CH:13]1[CH2:18][CH2:17][CH2:16][CH:15]=[C:14]1[C:19]([O:21][CH2:22][CH3:23])=[O:20])(=[O:12])=[O:11].C(O)C.C(=O)([O-])[O-].[Na+:43].[Na+].